From a dataset of Full USPTO retrosynthesis dataset with 1.9M reactions from patents (1976-2016). Predict the reactants needed to synthesize the given product. (1) Given the product [N:2]1[CH:7]=[CH:6][CH:5]=[C:4]([O:8][C:9]2[CH:10]=[CH:11][C:12]([C:15]3[O:19][C:18]([NH:20][C:28](=[O:29])[C:27]4[CH:31]=[CH:32][C:24]([O:23][C:22]([F:21])([F:33])[F:34])=[CH:25][CH:26]=4)=[N:17][N:16]=3)=[CH:13][CH:14]=2)[CH:3]=1, predict the reactants needed to synthesize it. The reactants are: Br.[N:2]1[CH:7]=[CH:6][CH:5]=[C:4]([O:8][C:9]2[CH:14]=[CH:13][C:12]([C:15]3[O:19][C:18]([NH2:20])=[N:17][N:16]=3)=[CH:11][CH:10]=2)[CH:3]=1.[F:21][C:22]([F:34])([F:33])[O:23][C:24]1[CH:32]=[CH:31][C:27]([C:28](Cl)=[O:29])=[CH:26][CH:25]=1. (2) The reactants are: C[O:2][C:3](=[O:31])[C:4]1[CH:9]=[CH:8][C:7]([CH2:10][NH:11][C:12]2[C:13]3[N:14]([C:18]([C:21]4[CH:26]=[CH:25][C:24]([O:27][CH3:28])=[C:23]([O:29][CH3:30])[CH:22]=4)=[CH:19][N:20]=3)[CH:15]=[CH:16][N:17]=2)=[CH:6][CH:5]=1.[OH-].[Li+]. Given the product [CH3:30][O:29][C:23]1[CH:22]=[C:21]([C:18]2[N:14]3[CH:15]=[CH:16][N:17]=[C:12]([NH:11][CH2:10][C:7]4[CH:6]=[CH:5][C:4]([C:3]([OH:31])=[O:2])=[CH:9][CH:8]=4)[C:13]3=[N:20][CH:19]=2)[CH:26]=[CH:25][C:24]=1[O:27][CH3:28], predict the reactants needed to synthesize it. (3) Given the product [F:18][C:19]([F:38])([F:37])[S:20]([O:17][C:11]1[CH2:10][CH:9]2[N:8]([C:1]([O:3][C:4]([CH3:7])([CH3:6])[CH3:5])=[O:2])[CH:13]([CH2:14][O:15][CH2:16]2)[CH:12]=1)(=[O:22])=[O:21], predict the reactants needed to synthesize it. The reactants are: [C:1]([N:8]1[CH:13]2[CH2:14][O:15][CH2:16][CH:9]1[CH2:10][C:11](=[O:17])[CH2:12]2)([O:3][C:4]([CH3:7])([CH3:6])[CH3:5])=[O:2].[F:18][C:19]([F:38])([F:37])[S:20](N(C1C=CC=CC=1)[S:20]([C:19]([F:38])([F:37])[F:18])(=[O:22])=[O:21])(=[O:22])=[O:21].C[Si]([N-][Si](C)(C)C)(C)C.[Li+].